This data is from HIV replication inhibition screening data with 41,000+ compounds from the AIDS Antiviral Screen. The task is: Binary Classification. Given a drug SMILES string, predict its activity (active/inactive) in a high-throughput screening assay against a specified biological target. (1) The drug is CC(C)=CCc1cc2c(cc1O)OCC1c3cc4c(cc3OC21)OCO4. The result is 0 (inactive). (2) The compound is COc1cc(-c2cc(CCC(=O)Nc3ccccc3[N+](=O)[O-])n(-c3ccc([N+](=O)[O-])cc3[N+](=O)[O-])n2)ccc1O. The result is 0 (inactive). (3) The drug is CC1OC(=O)CC(O)CC(O)CC(O)CCC(O)C(O)CC(=O)CC(O)C(C(=O)O)C(O)CC(OC2OC(C)C(O)C(N)C2O)C=CC=CC=CC=CCCC=CC=CC(C)(O)C(O)C1C. The result is 0 (inactive). (4) The molecule is CC1CC(C)S(=O)CS1.CC1CC(C)S(=O)CS1. The result is 0 (inactive). (5) The molecule is NS(=O)(=O)c1nnc(NS(=O)(=O)c2cccc3cccnc23)s1. The result is 0 (inactive).